The task is: Regression. Given two drug SMILES strings and cell line genomic features, predict the synergy score measuring deviation from expected non-interaction effect.. This data is from NCI-60 drug combinations with 297,098 pairs across 59 cell lines. (1) Drug 1: C1CCC(CC1)NC(=O)N(CCCl)N=O. Drug 2: CN1C(=O)N2C=NC(=C2N=N1)C(=O)N. Cell line: A549. Synergy scores: CSS=19.7, Synergy_ZIP=-0.235, Synergy_Bliss=5.58, Synergy_Loewe=-9.62, Synergy_HSA=1.37. (2) Drug 1: C1C(C(OC1N2C=NC3=C(N=C(N=C32)Cl)N)CO)O. Drug 2: CCCCC(=O)OCC(=O)C1(CC(C2=C(C1)C(=C3C(=C2O)C(=O)C4=C(C3=O)C=CC=C4OC)O)OC5CC(C(C(O5)C)O)NC(=O)C(F)(F)F)O. Cell line: CAKI-1. Synergy scores: CSS=58.4, Synergy_ZIP=-0.403, Synergy_Bliss=-0.118, Synergy_Loewe=-0.185, Synergy_HSA=2.29. (3) Drug 1: CNC(=O)C1=NC=CC(=C1)OC2=CC=C(C=C2)NC(=O)NC3=CC(=C(C=C3)Cl)C(F)(F)F. Drug 2: B(C(CC(C)C)NC(=O)C(CC1=CC=CC=C1)NC(=O)C2=NC=CN=C2)(O)O. Cell line: HL-60(TB). Synergy scores: CSS=57.8, Synergy_ZIP=2.45, Synergy_Bliss=1.60, Synergy_Loewe=-68.4, Synergy_HSA=-2.07. (4) Drug 1: C1CC(C1)(C(=O)O)C(=O)O.[NH2-].[NH2-].[Pt+2]. Drug 2: CS(=O)(=O)CCNCC1=CC=C(O1)C2=CC3=C(C=C2)N=CN=C3NC4=CC(=C(C=C4)OCC5=CC(=CC=C5)F)Cl. Cell line: MCF7. Synergy scores: CSS=9.36, Synergy_ZIP=-1.35, Synergy_Bliss=2.10, Synergy_Loewe=-6.28, Synergy_HSA=-0.0191. (5) Drug 1: CC1C(C(=O)NC(C(=O)N2CCCC2C(=O)N(CC(=O)N(C(C(=O)O1)C(C)C)C)C)C(C)C)NC(=O)C3=C4C(=C(C=C3)C)OC5=C(C(=O)C(=C(C5=N4)C(=O)NC6C(OC(=O)C(N(C(=O)CN(C(=O)C7CCCN7C(=O)C(NC6=O)C(C)C)C)C)C(C)C)C)N)C. Drug 2: CC1C(C(CC(O1)OC2CC(CC3=C2C(=C4C(=C3O)C(=O)C5=CC=CC=C5C4=O)O)(C(=O)C)O)N)O. Cell line: NCI-H460. Synergy scores: CSS=66.6, Synergy_ZIP=22.1, Synergy_Bliss=20.8, Synergy_Loewe=11.6, Synergy_HSA=20.0. (6) Drug 1: CC(C)(C#N)C1=CC(=CC(=C1)CN2C=NC=N2)C(C)(C)C#N. Drug 2: C1C(C(OC1N2C=NC(=NC2=O)N)CO)O. Cell line: SF-295. Synergy scores: CSS=0.958, Synergy_ZIP=-1.46, Synergy_Bliss=-3.90, Synergy_Loewe=-2.81, Synergy_HSA=-4.49.